Regression. Given two drug SMILES strings and cell line genomic features, predict the synergy score measuring deviation from expected non-interaction effect. From a dataset of NCI-60 drug combinations with 297,098 pairs across 59 cell lines. Drug 2: C1CN(CCN1C(=O)CCBr)C(=O)CCBr. Cell line: MOLT-4. Drug 1: CC1C(C(=O)NC(C(=O)N2CCCC2C(=O)N(CC(=O)N(C(C(=O)O1)C(C)C)C)C)C(C)C)NC(=O)C3=C4C(=C(C=C3)C)OC5=C(C(=O)C(=C(C5=N4)C(=O)NC6C(OC(=O)C(N(C(=O)CN(C(=O)C7CCCN7C(=O)C(NC6=O)C(C)C)C)C)C(C)C)C)N)C. Synergy scores: CSS=78.4, Synergy_ZIP=-0.885, Synergy_Bliss=-1.12, Synergy_Loewe=-1.63, Synergy_HSA=0.490.